Dataset: Reaction yield outcomes from USPTO patents with 853,638 reactions. Task: Predict the reaction yield, written as a fraction of the theoretical maximum amount of product (1.0 means a 100% yield; for example, 0.34 means a 34% yield). The reactants are [NH2:1][C:2]([CH3:39])([CH3:38])[C:3]([N:5]1[CH2:10][CH2:9][C:8]([C:31]2[CH:36]=[CH:35][CH:34]=[C:33]([F:37])[CH:32]=2)([CH2:11][CH2:12][N:13]2[CH:18]3[CH2:19][CH2:20][CH:14]2[CH2:15][CH:16]([N:21]2[C:25]4[CH:26]=[CH:27][CH:28]=[CH:29][C:24]=4[N:23]=[C:22]2[CH3:30])[CH2:17]3)[CH2:7][CH2:6]1)=[O:4].[Cl:40][CH:41]([Cl:45])[C:42](Cl)=[O:43].CCN(C(C)C)C(C)C. No catalyst specified. The product is [Cl:40][CH:41]([Cl:45])[C:42]([NH:1][C:2]([CH3:39])([CH3:38])[C:3]([N:5]1[CH2:10][CH2:9][C:8]([C:31]2[CH:36]=[CH:35][CH:34]=[C:33]([F:37])[CH:32]=2)([CH2:11][CH2:12][N:13]2[CH:18]3[CH2:19][CH2:20][CH:14]2[CH2:15][CH:16]([N:21]2[C:25]4[CH:26]=[CH:27][CH:28]=[CH:29][C:24]=4[N:23]=[C:22]2[CH3:30])[CH2:17]3)[CH2:7][CH2:6]1)=[O:4])=[O:43]. The yield is 0.480.